This data is from Catalyst prediction with 721,799 reactions and 888 catalyst types from USPTO. The task is: Predict which catalyst facilitates the given reaction. (1) Reactant: C(=O)([O-])[O-].[K+].[K+].[F:7][C:8]([F:21])([F:20])[C:9]1[NH:19][C:12]2=[N:13][CH:14]=[C:15]([CH2:17][NH2:18])[CH:16]=[C:11]2[CH:10]=1.[Cl:22][C:23]1[CH:28]=[C:27](Cl)[N:26]=[CH:25][N:24]=1. Product: [Cl:22][C:23]1[N:24]=[CH:25][N:26]=[C:27]([NH:18][CH2:17][C:15]2[CH:16]=[C:11]3[CH:10]=[C:9]([C:8]([F:7])([F:20])[F:21])[NH:19][C:12]3=[N:13][CH:14]=2)[CH:28]=1. The catalyst class is: 16. (2) Reactant: [CH3:1][C:2]1[CH:3]=[C:4]([O:9][CH3:10])[CH:5]=[C:6]([CH3:8])[CH:7]=1.Cl[S:12]([OH:15])(=O)=[O:13].[C:16](=[O:19])([O-])O.[Na+].[CH3:21][NH:22][CH:23](O)C.Cl. Product: [OH:19][CH2:16][CH2:21][N:22]([CH3:23])[S:12]([C:7]1[C:6]([CH3:8])=[CH:5][C:4]([O:9][CH3:10])=[CH:3][C:2]=1[CH3:1])(=[O:15])=[O:13]. The catalyst class is: 46. (3) Reactant: [CH2:1]([NH:9][CH2:10][CH2:11][CH2:12][CH2:13][CH2:14][CH2:15][CH2:16][CH3:17])[CH2:2][CH2:3][CH2:4][CH2:5][CH2:6][CH2:7][CH3:8].[CH2:18](Br)[CH:19]=[CH2:20].CCN(C(C)C)C(C)C.CO. Product: [CH2:20]([N:9]([CH2:1][CH2:2][CH2:3][CH2:4][CH2:5][CH2:6][CH2:7][CH3:8])[CH2:10][CH2:11][CH2:12][CH2:13][CH2:14][CH2:15][CH2:16][CH3:17])[CH:19]=[CH2:18]. The catalyst class is: 85. (4) Reactant: [CH3:1][C:2]1[C:7](/[CH:8]=[C:9](\[CH2:13][CH3:14])/[C:10]([OH:12])=[O:11])=[C:6]([O:15]C)[C:5]([O:17][CH3:18])=[C:4]([O:19][CH3:20])[C:3]=1[O:21]C. Product: [CH3:20][O:19][C:4]1[C:3](=[O:21])[C:2]([CH3:1])=[C:7](/[CH:8]=[C:9](\[CH2:13][CH3:14])/[C:10]([OH:12])=[O:11])[C:6](=[O:15])[C:5]=1[O:17][CH3:18]. The catalyst class is: 28. (5) Reactant: F[C:2]1[N:7]2[CH:8]=[C:9]([CH2:11][N:12]([C@@H:23]([C:25]3[CH:30]=[CH:29][C:28]([O:31][CH3:32])=[CH:27][CH:26]=3)[CH3:24])[C@H:13]3[C:22]4[N:21]=[CH:20][CH:19]=[CH:18][C:17]=4[CH2:16][CH2:15][CH2:14]3)[N:10]=[C:6]2[CH:5]=[CH:4][CH:3]=1.[CH3:33][N:34]1[CH2:39][CH2:38][NH:37][CH2:36][CH2:35]1. Product: [CH3:32][O:31][C:28]1[CH:29]=[CH:30][C:25]([C@H:23]([N:12]([CH2:11][C:9]2[N:10]=[C:6]3[CH:5]=[CH:4][CH:3]=[C:2]([N:37]4[CH2:38][CH2:39][N:34]([CH3:33])[CH2:35][CH2:36]4)[N:7]3[CH:8]=2)[C@H:13]2[C:22]3[N:21]=[CH:20][CH:19]=[CH:18][C:17]=3[CH2:16][CH2:15][CH2:14]2)[CH3:24])=[CH:26][CH:27]=1. The catalyst class is: 4. (6) Reactant: C1(P(C2C=CC=CC=2)C2C=CC=CC=2)C=CC=CC=1.N(C(OCC)=O)=NC(OCC)=O.[C:32]([C@@H:34]1[C@:50]2([CH3:51])[CH:37]([CH:38]3[CH:47]([CH2:48][CH2:49]2)[C@:46]2([CH3:52])[C:41]([CH2:42][C@@H:43](O)[CH2:44][CH2:45]2)=[CH:40][CH2:39]3)[CH2:36][CH2:35]1)#[CH:33].C1(P([N:68]=[N+:69]=[N-:70])(C2C=CC=CC=2)=O)C=CC=CC=1. Product: [N:68]([C@H:43]1[CH2:42][C:41]2[C@@:46]([CH3:52])([CH:47]3[CH:38]([CH2:39][CH:40]=2)[CH:37]2[C@@:50]([CH3:51])([C@@H:34]([C:32]#[CH:33])[CH2:35][CH2:36]2)[CH2:49][CH2:48]3)[CH2:45][CH2:44]1)=[N+:69]=[N-:70]. The catalyst class is: 1. (7) Reactant: N(C(OC(C)C)=O)=NC(OC(C)C)=O.[Br:15][CH2:16][C:17]1[CH:18]=[C:19]([OH:23])[CH:20]=[CH:21][CH:22]=1.[C:24]([O:29][CH3:30])(=[O:28])[C@@H:25]([CH3:27])O.C1(P(C2C=CC=CC=2)C2C=CC=CC=2)C=CC=CC=1. Product: [Br:15][CH2:16][C:17]1[CH:18]=[C:19]([CH:20]=[CH:21][CH:22]=1)[O:23][C@@H:25]([CH3:27])[C:24]([O:29][CH3:30])=[O:28]. The catalyst class is: 7.